From a dataset of Forward reaction prediction with 1.9M reactions from USPTO patents (1976-2016). Predict the product of the given reaction. (1) The product is: [F:27][C:24]1[CH:23]=[N:22][C:21]([C:9]2[CH:10]=[N:11][N:12]3[CH2:17][CH2:16][NH:15][CH2:14][C:13]=23)=[N:26][CH:25]=1. Given the reactants FC(F)(F)C1C=CN=C([C:9]2[CH:10]=[N:11][N:12]3[CH2:17][CH2:16][NH:15][CH2:14][C:13]=23)C=1.Cl[C:21]1[N:26]=[CH:25][C:24]([F:27])=[CH:23][N:22]=1, predict the reaction product. (2) The product is: [Br:14][C:15]1[CH:16]=[CH:17][C:18]([O:25][CH3:26])=[C:19]([S:21]([N:11]2[CH2:12][CH2:13][CH:8]([N:5]3[CH2:6][CH2:7][CH:2]([CH3:1])[CH2:3][CH2:4]3)[CH2:9][CH2:10]2)(=[O:22])=[O:23])[CH:20]=1. Given the reactants [CH3:1][CH:2]1[CH2:7][CH2:6][N:5]([CH:8]2[CH2:13][CH2:12][NH:11][CH2:10][CH2:9]2)[CH2:4][CH2:3]1.[Br:14][C:15]1[CH:16]=[CH:17][C:18]([O:25][CH3:26])=[C:19]([S:21](Cl)(=[O:23])=[O:22])[CH:20]=1, predict the reaction product.